This data is from Catalyst prediction with 721,799 reactions and 888 catalyst types from USPTO. The task is: Predict which catalyst facilitates the given reaction. (1) Reactant: [Na].[C:2]([O:10][CH2:11][CH3:12])(=[O:9])[CH2:3][C:4]([O:6][CH2:7][CH3:8])=[O:5].[CH:13]1(Br)[CH2:17][CH2:16][CH2:15][CH2:14]1. Product: [CH:13]1([CH:3]([C:4]([O:6][CH2:7][CH3:8])=[O:5])[C:2]([O:10][CH2:11][CH3:12])=[O:9])[CH2:17][CH2:16][CH2:15][CH2:14]1. The catalyst class is: 8. (2) Reactant: Br[CH:2]([C@@H:8]([CH3:13])[C:9]([F:12])([F:11])[F:10])[C:3]([O:5][CH2:6][CH3:7])=[O:4].[N-:14]=[N+:15]=[N-:16].[Na+]. Product: [N:14]([CH:2]([C@@H:8]([CH3:13])[C:9]([F:12])([F:11])[F:10])[C:3]([O:5][CH2:6][CH3:7])=[O:4])=[N+:15]=[N-:16]. The catalyst class is: 39. (3) Reactant: [F:1][C:2]1[C:3]([N:9]=[CH:10][N:11]([CH3:13])[CH3:12])=[N:4][C:5]([OH:8])=[N:6][CH:7]=1.[CH2:14]([N:21]=[C:22]=[O:23])[C:15]1[CH:20]=[CH:19][CH:18]=[CH:17][CH:16]=1. Product: [CH2:14]([NH:21][C:22]([N:6]1[CH:7]=[C:2]([F:1])[C:3](/[N:9]=[CH:10]/[N:11]([CH3:13])[CH3:12])=[N:4][C:5]1=[O:8])=[O:23])[C:15]1[CH:20]=[CH:19][CH:18]=[CH:17][CH:16]=1. The catalyst class is: 2. (4) Reactant: O[C:2]1([C:15]2[CH:16]=[N:17][CH:18]=[CH:19][CH:20]=2)[CH2:8][CH:7]2[CH2:9][CH:3]1[CH2:4][N:5](C(OCC)=O)[CH2:6]2.S(Cl)(Cl)=O.[OH-].[K+]. Product: [N:17]1[CH:18]=[CH:19][CH:20]=[C:15]([C:2]2[CH:3]3[CH2:9][CH:7]([CH:8]=2)[CH2:6][NH:5][CH2:4]3)[CH:16]=1. The catalyst class is: 8.